Predict the reactants needed to synthesize the given product. From a dataset of Full USPTO retrosynthesis dataset with 1.9M reactions from patents (1976-2016). Given the product [CH2:1]([C:3]1[CH:24]=[C:23]([CH2:25][CH3:26])[C:22]([C:27]2[NH:31][C:30]([CH:32]3[CH2:37][CH2:35][O:34][CH2:33]3)=[N:29][N:28]=2)=[CH:21][C:4]=1[C:5]([N:7]1[CH2:12][CH2:11][CH:10]([C:13]2[CH:14]=[CH:15][C:16]([C:17]#[N:18])=[CH:19][CH:20]=2)[CH2:9][CH2:8]1)=[O:6])[CH3:2], predict the reactants needed to synthesize it. The reactants are: [CH2:1]([C:3]1[CH:24]=[C:23]([CH2:25][CH3:26])[C:22]([C:27]2[NH:31][C:30]([CH2:32][CH2:33][O:34][CH3:35])=[N:29][N:28]=2)=[CH:21][C:4]=1[C:5]([N:7]1[CH2:12][CH2:11][CH:10]([C:13]2[CH:20]=[CH:19][C:16]([C:17]#[N:18])=[CH:15][CH:14]=2)[CH2:9][CH2:8]1)=[O:6])[CH3:2].O1CCC(C(NN)=O)[CH2:37]1.COCCC(NN)=O.